Dataset: Full USPTO retrosynthesis dataset with 1.9M reactions from patents (1976-2016). Task: Predict the reactants needed to synthesize the given product. (1) Given the product [C@H:1]1([NH:10][C:11]2[CH:20]=[CH:19][C:18]3[C:13](=[CH:14][CH:15]=[C:16]([NH:21][S:24]([N:23]([CH3:28])[CH3:22])(=[O:26])=[O:25])[CH:17]=3)[N:12]=2)[C:9]2[C:4](=[CH:5][CH:6]=[CH:7][CH:8]=2)[CH2:3][CH2:2]1, predict the reactants needed to synthesize it. The reactants are: [C@H:1]1([NH:10][C:11]2[CH:20]=[CH:19][C:18]3[C:13](=[CH:14][CH:15]=[C:16]([NH2:21])[CH:17]=3)[N:12]=2)[C:9]2[C:4](=[CH:5][CH:6]=[CH:7][CH:8]=2)[CH2:3][CH2:2]1.[CH3:22][N:23]([CH3:28])[S:24](Cl)(=[O:26])=[O:25].O. (2) Given the product [C:16]([O:15][C:14]([NH:13][CH2:12][CH2:11][C:3]1[CH:4]=[CH:5][C:6]([CH:8]([CH3:9])[CH3:10])=[CH:7][C:2]=1[O:1][CH2:28][CH2:29][CH2:30][C:31]([O:33][CH2:34][CH3:35])=[O:32])=[O:20])([CH3:18])([CH3:17])[CH3:19], predict the reactants needed to synthesize it. The reactants are: [OH:1][C:2]1[CH:7]=[C:6]([CH:8]([CH3:10])[CH3:9])[CH:5]=[CH:4][C:3]=1[CH2:11][CH2:12][NH:13][C:14](=[O:20])[O:15][C:16]([CH3:19])([CH3:18])[CH3:17].C(=O)([O-])[O-].[K+].[K+].Br[CH2:28][CH2:29][CH2:30][C:31]([O:33][CH2:34][CH3:35])=[O:32].Cl. (3) Given the product [C:1]([O:5][C:6]([N:8]1[CH2:15][C@H:14]2[C@H:10]([C:11]([C:16]3[CH:17]=[N:18][C:19]([C:33]([F:36])([F:35])[F:34])=[CH:20][CH:21]=3)=[N:12][O:13]2)[CH2:9]1)=[O:7])([CH3:2])([CH3:3])[CH3:4], predict the reactants needed to synthesize it. The reactants are: [C:1]([O:5][C:6]([N:8]1[CH2:15][C@H:14]2[C@H:10]([C:11]([C:16]3[CH:17]=[N:18][C:19](OC)=[CH:20][CH:21]=3)=[N:12][O:13]2)[CH2:9]1)=[O:7])([CH3:4])([CH3:3])[CH3:2].ON=C(Cl)C1C=NC([C:33]([F:36])([F:35])[F:34])=CC=1. (4) Given the product [CH3:64][O:65][C:66](=[O:98])[NH:67][C@H:68]([C:72]([N:74]1[CH2:78][CH2:77][CH2:76][C@H:75]1[C:79]1[NH:80][CH:81]=[C:82]([C:84]2[CH:85]=[CH:86][C:87]([C:36]3[CH:35]=[CH:34][C:33]([NH:32][C:17]([C:16]4[CH:15]=[N:14][C:13]([N:10]5[CH2:11][CH2:12][N:7]([C:5]([C@H:3]6[CH2:4][C:2]6([CH3:1])[CH3:23])=[O:6])[CH2:8][C@H:9]5[CH3:22])=[CH:21][CH:20]=4)=[O:18])=[CH:39][C:37]=3[Cl:38])=[CH:88][CH:89]=2)[N:83]=1)=[O:73])[CH:69]([CH3:71])[CH3:70], predict the reactants needed to synthesize it. The reactants are: [CH3:1][C:2]1([CH3:23])[CH2:4][C@@H:3]1[C:5]([N:7]1[CH2:12][CH2:11][N:10]([C:13]2[CH:21]=[CH:20][C:16]([C:17](O)=[O:18])=[CH:15][N:14]=2)[C@H:9]([CH3:22])[CH2:8]1)=[O:6].CN(C(O[N:32]1N=N[C:34]2[CH:35]=[CH:36][C:37](=[CH:39][C:33]1=2)[Cl:38])=[N+](C)C)C.F[P-](F)(F)(F)(F)F.C(N(CC)C(C)C)(C)C.CC(N(C)C)=O.[CH3:64][O:65][C:66](=[O:98])[NH:67][C@H:68]([C:72]([N:74]1[CH2:78][CH2:77][CH2:76][C@H:75]1[C:79]1[NH:80][CH:81]=[C:82]([C:84]2[CH:89]=[CH:88][C:87](C3C=CC(N)=CC=3Cl)=[CH:86][CH:85]=2)[N:83]=1)=[O:73])[CH:69]([CH3:71])[CH3:70]. (5) Given the product [Cl:15][C:16]1[CH:17]=[CH:18][C:19]([CH:22]([C:24]2[CH:29]=[CH:28][C:27]([C:30]([F:31])([F:32])[F:33])=[CH:26][CH:25]=2)[O:1][C:2]2[CH:11]=[CH:10][C:9]([N+:12]([O-:14])=[O:13])=[CH:8][C:3]=2[C:4]([O:6][CH3:7])=[O:5])=[CH:20][CH:21]=1, predict the reactants needed to synthesize it. The reactants are: [OH:1][C:2]1[CH:11]=[CH:10][C:9]([N+:12]([O-:14])=[O:13])=[CH:8][C:3]=1[C:4]([O:6][CH3:7])=[O:5].[Cl:15][C:16]1[CH:21]=[CH:20][C:19]([CH:22]([C:24]2[CH:29]=[CH:28][C:27]([C:30]([F:33])([F:32])[F:31])=[CH:26][CH:25]=2)O)=[CH:18][CH:17]=1.C1(C)C=CC=CC=1.C1(P(C2C=CC=CC=2)C2C=CC=CC=2)C=CC=CC=1. (6) The reactants are: [NH2:1][C:2]1[CH:18]=[CH:17][C:5]2[N:6]([CH2:15][CH3:16])[C:7](=[O:14])[CH:8]([N:11]([CH3:13])[CH3:12])[CH2:9][CH2:10][C:4]=2[C:3]=1[O:19][CH3:20].Cl[C:22]1[N:27]=[C:26]([NH:28][C:29]2[CH:34]=[CH:33][CH:32]=[CH:31][C:30]=2[N:35]2[CH:39]=[CH:38][CH:37]=[N:36]2)[C:25]([Cl:40])=[CH:24][N:23]=1. Given the product [Cl:40][C:25]1[C:26]([NH:28][C:29]2[CH:34]=[CH:33][CH:32]=[CH:31][C:30]=2[N:35]2[CH:39]=[CH:38][CH:37]=[N:36]2)=[N:27][C:22]([NH:1][C:2]2[CH:18]=[CH:17][C:5]3[N:6]([CH2:15][CH3:16])[C:7](=[O:14])[CH:8]([N:11]([CH3:12])[CH3:13])[CH2:9][CH2:10][C:4]=3[C:3]=2[O:19][CH3:20])=[N:23][CH:24]=1, predict the reactants needed to synthesize it.